Dataset: Buchwald-Hartwig C-N cross coupling reaction yields with 55,370 reactions. Task: Predict the reaction yield, written as a fraction of the theoretical maximum amount of product (1.0 means a 100% yield; for example, 0.34 means a 34% yield). (1) The reactants are CCc1ccc(Cl)cc1.Cc1ccc(N)cc1.O=S(=O)(O[Pd]1c2ccccc2-c2ccccc2N~1)C(F)(F)F.COc1ccc(OC)c(P(C(C)(C)C)C(C)(C)C)c1-c1c(C(C)C)cc(C(C)C)cc1C(C)C.CCN=P(N=P(N(C)C)(N(C)C)N(C)C)(N(C)C)N(C)C.c1ccc(-c2ccon2)cc1. No catalyst specified. The product is CCc1ccc(Nc2ccc(C)cc2)cc1. The yield is 0.0543. (2) The reactants are CCc1ccc(I)cc1.Cc1ccc(N)cc1.O=S(=O)(O[Pd]1c2ccccc2-c2ccccc2N~1)C(F)(F)F.COc1ccc(OC)c(P(C(C)(C)C)C(C)(C)C)c1-c1c(C(C)C)cc(C(C)C)cc1C(C)C.CN1CCCN2CCCN=C12.c1ccc2nocc2c1. No catalyst specified. The product is CCc1ccc(Nc2ccc(C)cc2)cc1. The yield is 0.732. (3) The reactants are CCc1ccc(I)cc1.Cc1ccc(N)cc1.O=S(=O)(O[Pd]1c2ccccc2-c2ccccc2N~1)C(F)(F)F.COc1ccc(OC)c(P(C(C)(C)C)C(C)(C)C)c1-c1c(C(C)C)cc(C(C)C)cc1C(C)C.CN(C)C(=NC(C)(C)C)N(C)C.Fc1cccc(F)c1-c1ccno1. No catalyst specified. The product is CCc1ccc(Nc2ccc(C)cc2)cc1. The yield is 0.596.